Dataset: Retrosynthesis with 50K atom-mapped reactions and 10 reaction types from USPTO. Task: Predict the reactants needed to synthesize the given product. (1) Given the product CC(OCc1ccccc1)C(=O)CCCCC[C@H](NC(=O)OC(C)(C)C)C(=O)O, predict the reactants needed to synthesize it. The reactants are: CC(C)(C)OC(=O)OC(=O)OC(C)(C)C.CC(OCc1ccccc1)C(=O)CCCCC[C@H](N)C(=O)O. (2) Given the product CC(C)(C)c1ccc(CCCl)cc1, predict the reactants needed to synthesize it. The reactants are: CC(C)(C)c1ccc(C(=O)CCl)cc1. (3) Given the product CC(C)(O)C#Cc1cc(C(=O)OC(C)(C)C)cc(N(c2ccccc2)S(C)(=O)=O)c1, predict the reactants needed to synthesize it. The reactants are: C#CC(C)(C)O.CC(C)(C)OC(=O)c1cc(Br)cc(N(c2ccccc2)S(C)(=O)=O)c1. (4) Given the product Cc1nn(CCCCCO)c(-c2ccc(F)cc2)c1-c1ccc2c(c1)NC(=O)CO2, predict the reactants needed to synthesize it. The reactants are: Cc1nn(CCCCCOCc2ccccc2)c(-c2ccc(F)cc2)c1-c1ccc2c(c1)NC(=O)CO2. (5) Given the product O=C(O)c1ccc(CCc2ncccc2OCc2ccccc2)cc1, predict the reactants needed to synthesize it. The reactants are: COC(=O)c1ccc(CCc2ncccc2OCc2ccccc2)cc1. (6) The reactants are: CCNCc1ccccc1.O=C(O)c1cc(Nc2ccc3c(c2)CC2(C3)C(=O)Nc3ncccc32)ncn1. Given the product CCN(Cc1ccccc1)C(=O)c1cc(Nc2ccc3c(c2)CC2(C3)C(=O)Nc3ncccc32)ncn1, predict the reactants needed to synthesize it. (7) Given the product CC(C)n1nc(N)nc1-c1nc2c(s1)CCOc1cc(-c3cnn(CC(C)(C)O)c3)ccc1-2, predict the reactants needed to synthesize it. The reactants are: CC(C)(O)Cn1cc(B2OC(C)(C)C(C)(C)O2)cn1.CC(C)n1nc(N)nc1-c1nc2c(s1)CCOc1cc(Br)ccc1-2. (8) Given the product O=C(c1ccc(-n2ccnc2)cc1)c1cc(Cl)ccc1Cl, predict the reactants needed to synthesize it. The reactants are: O=C(c1ccc(F)cc1)c1cc(Cl)ccc1Cl.c1c[nH]cn1.